From a dataset of CYP3A4 inhibition data for predicting drug metabolism from PubChem BioAssay. Regression/Classification. Given a drug SMILES string, predict its absorption, distribution, metabolism, or excretion properties. Task type varies by dataset: regression for continuous measurements (e.g., permeability, clearance, half-life) or binary classification for categorical outcomes (e.g., BBB penetration, CYP inhibition). Dataset: cyp3a4_veith. (1) The molecule is COC(=O)C1(C)C=C2C(=C(C)C(=O)C2C)CN1. The result is 0 (non-inhibitor). (2) The molecule is Cc1cc(O)c(C(C)C)cc1CN1CCCCC1. The result is 0 (non-inhibitor).